This data is from Forward reaction prediction with 1.9M reactions from USPTO patents (1976-2016). The task is: Predict the product of the given reaction. (1) Given the reactants [NH2:1][C:2]1[C:11]2[N:12]=[C:13]([CH2:23][O:24][CH2:25][CH3:26])[N:14]([CH2:15][CH2:16][CH2:17][O:18][N:19]=[C:20]([CH3:22])[CH3:21])[C:10]=2[C:9]2[N:8]=[CH:7][C:6](Br)=[CH:5][C:4]=2[N:3]=1.[C:28]1(B(O)O)[CH:33]=[CH:32][CH:31]=[CH:30][CH:29]=1.C(=O)([O-])[O-].[Na+].[Na+].C(O)CC, predict the reaction product. The product is: [NH2:1][C:2]1[C:11]2[N:12]=[C:13]([CH2:23][O:24][CH2:25][CH3:26])[N:14]([CH2:15][CH2:16][CH2:17][O:18][N:19]=[C:20]([CH3:22])[CH3:21])[C:10]=2[C:9]2[N:8]=[CH:7][C:6]([C:28]3[CH:33]=[CH:32][CH:31]=[CH:30][CH:29]=3)=[CH:5][C:4]=2[N:3]=1. (2) Given the reactants [CH3:1][C:2]1[S:3][C:4]([C:13]([OH:15])=O)=[C:5]([C:7]2[CH:12]=[CH:11][CH:10]=[CH:9][CH:8]=2)[N:6]=1.Cl.C[N:18]([CH3:27])CCCN=C=NCC.[OH2:28].O[N:30]1[C:34]2[CH:35]=[CH:36][CH:37]=[CH:38][C:33]=2N=N1.[CH2:39]([N:41](CC)[CH2:42][CH3:43])[CH3:40], predict the reaction product. The product is: [CH3:1][C:2]1[S:3][C:4]([C:13]([N:41]2[CH2:42][CH2:43][N:30]([C:34]3[CH:33]=[C:38]([CH:37]=[CH:36][CH:35]=3)[C:27]([NH2:18])=[O:28])[CH2:40][CH2:39]2)=[O:15])=[C:5]([C:7]2[CH:8]=[CH:9][CH:10]=[CH:11][CH:12]=2)[N:6]=1. (3) Given the reactants P(Cl)(Cl)(Cl)(Cl)[Cl:2].[C:7]([C:9]1[CH:14]=[CH:13][C:12]([CH:15](NC(=O)OCC)[NH:16][C:17](=O)[O:18]CC)=[C:11]([F:28])[CH:10]=1)#[N:8], predict the reaction product. The product is: [Cl:2][CH:15]([N:16]=[C:17]=[O:18])[C:12]1[CH:13]=[CH:14][C:9]([C:7]#[N:8])=[CH:10][C:11]=1[F:28]. (4) Given the reactants [H-].[Na+].[N+:3]([C:6]1[CH:7]=[C:8]([CH:16]=[CH:17][C:18]#[N:19])[CH:9]=[C:10]([C:12]([F:15])([F:14])[F:13])[CH:11]=1)([O-:5])=[O:4].CC1C=CC(S([CH2:30][N+:31]#[C-])(=O)=O)=CC=1.O.[CH2:34]1COCC1, predict the reaction product. The product is: [N+:3]([C:6]1[CH:7]=[C:8]([C:16]2[C:17]([C:30]#[N:31])=[CH:18][NH:19][CH:34]=2)[CH:9]=[C:10]([C:12]([F:13])([F:14])[F:15])[CH:11]=1)([O-:5])=[O:4]. (5) Given the reactants [NH2:1][C:2]1[N:10]=[CH:9][N:8]=[C:7]2[C:3]=1[N:4]=[CH:5][N:6]2[C@H:11]1[C@@H:15]2[O:16]C(C)(C)[O:18][C@@H:14]2[C@@H:13]([CH2:21][N:22]([CH3:38])[CH2:23][CH2:24][CH2:25][NH:26][C:27]([NH:29][C:30]2[CH:35]=[CH:34][C:33]([Cl:36])=[C:32]([Cl:37])[CH:31]=2)=[O:28])[O:12]1.C([O-])([O-])=O.[K+].[K+], predict the reaction product. The product is: [NH2:1][C:2]1[N:10]=[CH:9][N:8]=[C:7]2[C:3]=1[N:4]=[CH:5][N:6]2[C@@H:11]1[O:12][C@H:13]([CH2:21][N:22]([CH3:38])[CH2:23][CH2:24][CH2:25][NH:26][C:27]([NH:29][C:30]2[CH:35]=[CH:34][C:33]([Cl:36])=[C:32]([Cl:37])[CH:31]=2)=[O:28])[C@@H:14]([OH:18])[C@H:15]1[OH:16]. (6) The product is: [CH:20]([O:1][C:2]1[CH:3]=[C:4]([CH:7]=[CH:8][C:9]=1[N+:10]([O-:12])=[O:11])[CH:5]=[O:6])([CH3:22])[CH3:21]. Given the reactants [OH:1][C:2]1[CH:3]=[C:4]([CH:7]=[CH:8][C:9]=1[N+:10]([O-:12])=[O:11])[CH:5]=[O:6].C(=O)([O-])[O-].[Cs+].[Cs+].I[CH:20]([CH3:22])[CH3:21], predict the reaction product. (7) Given the reactants [CH3:1][C:2]1[CH:8]=[C:7](I)[CH:6]=[CH:5][C:3]=1[NH2:4].I[C:11]([F:17])([F:16])[C:12]([F:15])([F:14])[F:13], predict the reaction product. The product is: [CH3:1][C:2]1[CH:8]=[C:7]([C:11]([F:17])([F:16])[C:12]([F:15])([F:14])[F:13])[CH:6]=[CH:5][C:3]=1[NH2:4]. (8) Given the reactants C([O:3][C:4](=[O:13])[CH2:5][C:6]1[S:7][C:8]([CH2:11][CH3:12])=[N:9][N:10]=1)C.[OH-].[Na+].Cl, predict the reaction product. The product is: [CH2:11]([C:8]1[S:7][C:6]([CH2:5][C:4]([OH:13])=[O:3])=[N:10][N:9]=1)[CH3:12]. (9) Given the reactants [C:1]([O:5][C:6]([N:8]1[CH2:13][CH2:12][N:11]([C:14]2[C:19](Cl)=[N:18][CH:17]=[CH:16][N:15]=2)[CH2:10][CH2:9]1)=[O:7])([CH3:4])([CH3:3])[CH3:2].[CH3:21][O:22][CH2:23][C:24]1[CH:29]=[CH:28][C:27](B(O)O)=[CH:26][CH:25]=1.C(=O)([O-])[O-].[K+].[K+], predict the reaction product. The product is: [C:1]([O:5][C:6]([N:8]1[CH2:13][CH2:12][N:11]([C:14]2[C:19]([C:27]3[CH:28]=[CH:29][C:24]([CH2:23][O:22][CH3:21])=[CH:25][CH:26]=3)=[N:18][CH:17]=[CH:16][N:15]=2)[CH2:10][CH2:9]1)=[O:7])([CH3:4])([CH3:3])[CH3:2]. (10) Given the reactants [NH2:1][C@H:2]([C:13]([NH2:15])=[O:14])[CH2:3][C:4]1[C:12]2[C:7](=[CH:8][CH:9]=[CH:10][CH:11]=2)[NH:6][CH:5]=1.[CH3:16][C:17]([NH:19][CH2:20][S:21][CH2:22][C@H:23]([NH:27][C:28]([O:30][C:31]([CH3:34])([CH3:33])[CH3:32])=[O:29])[C:24](O)=[O:25])=[O:18].O.ON1C2C=CC=CC=2N=N1.C1(N=C=NC2CCCCC2)CCCCC1, predict the reaction product. The product is: [NH:27]([C:28]([O:30][C:31]([CH3:34])([CH3:33])[CH3:32])=[O:29])[C@H:23]([C:24]([NH:1][C@H:2]([C:13]([NH2:15])=[O:14])[CH2:3][C:4]1[C:12]2[C:7](=[CH:8][CH:9]=[CH:10][CH:11]=2)[NH:6][CH:5]=1)=[O:25])[CH2:22][S:21][CH2:20][NH:19][C:17]([CH3:16])=[O:18].